Dataset: Forward reaction prediction with 1.9M reactions from USPTO patents (1976-2016). Task: Predict the product of the given reaction. (1) Given the reactants [CH3:1][O:2][C:3](=[O:41])[CH:4]([C:9]1[CH:10]=[C:11]([C:30]2[CH:35]=[C:34]([F:36])[CH:33]=[C:32]([C:37]([F:40])([F:39])[F:38])[CH:31]=2)[CH:12]=[C:13]([NH:15][C:16]2[CH:21]=[C:20]([C:22]([F:25])([F:24])[F:23])[CH:19]=[C:18]([C:26]([F:29])([F:28])[F:27])[CH:17]=2)[CH:14]=1)[CH2:5][CH:6]([CH3:8])[CH3:7].[CH3:42]C(C)([O-])C.[K+].CI.O1CCOCC1, predict the reaction product. The product is: [CH3:1][O:2][C:3](=[O:41])[CH:4]([C:9]1[CH:10]=[C:11]([C:30]2[CH:35]=[C:34]([F:36])[CH:33]=[C:32]([C:37]([F:38])([F:39])[F:40])[CH:31]=2)[CH:12]=[C:13]([N:15]([C:16]2[CH:17]=[C:18]([C:26]([F:29])([F:27])[F:28])[CH:19]=[C:20]([C:22]([F:24])([F:25])[F:23])[CH:21]=2)[CH3:42])[CH:14]=1)[CH2:5][CH:6]([CH3:8])[CH3:7]. (2) Given the reactants [CH2:1]1[O:10][C:4]2([CH2:9][CH2:8][NH:7][CH2:6][CH2:5]2)[O:3][CH2:2]1.[C:11](O[C:11]([O:13][C:14]([CH3:17])([CH3:16])[CH3:15])=[O:12])([O:13][C:14]([CH3:17])([CH3:16])[CH3:15])=[O:12], predict the reaction product. The product is: [CH2:1]1[O:10][C:4]2([CH2:9][CH2:8][N:7]([C:11]([O:13][C:14]([CH3:17])([CH3:16])[CH3:15])=[O:12])[CH2:6][CH2:5]2)[O:3][CH2:2]1. (3) Given the reactants [H-].[Na+].[CH3:3][O:4][C:5]([C:7]1[NH:8][C:9]([C:13]2[CH:18]=[CH:17][C:16]([Cl:19])=[CH:15][CH:14]=2)=[C:10]([CH3:12])[CH:11]=1)=[O:6].[CH3:20]I, predict the reaction product. The product is: [CH3:3][O:4][C:5]([C:7]1[N:8]([CH3:20])[C:9]([C:13]2[CH:14]=[CH:15][C:16]([Cl:19])=[CH:17][CH:18]=2)=[C:10]([CH3:12])[CH:11]=1)=[O:6]. (4) The product is: [Cl:1][CH2:2][CH2:3][O:4][CH2:5][C:6]([NH:10][C:11]1[CH:12]=[CH:13][C:14]([CH2:17][C:18]([O:20][CH2:21][CH3:22])=[O:19])=[CH:15][CH:16]=1)=[O:7]. Given the reactants [Cl:1][CH2:2][CH2:3][O:4][CH2:5][C:6](Cl)=[O:7].Cl.[NH2:10][C:11]1[CH:16]=[CH:15][C:14]([CH2:17][C:18]([O:20][CH2:21][CH3:22])=[O:19])=[CH:13][CH:12]=1, predict the reaction product. (5) Given the reactants [CH2:1]([C:3]1[N:7]([C:8]2[N:16]=[C:15]3[C:11]([N:12]=[C:13]([CH:18]=O)[N:14]3[CH3:17])=[C:10]([N:20]3[CH2:25][CH2:24][O:23][CH2:22][CH2:21]3)[N:9]=2)[C:6]2[CH:26]=[CH:27][CH:28]=[CH:29][C:5]=2[N:4]=1)[CH3:2].[O:30]1[CH2:33][CH:32]([N:34]2[CH2:39][CH2:38][NH:37][CH2:36][CH2:35]2)[CH2:31]1.C(O[BH-](OC(=O)C)OC(=O)C)(=O)C.[Na+], predict the reaction product. The product is: [CH2:1]([C:3]1[N:7]([C:8]2[N:16]=[C:15]3[C:11]([N:12]=[C:13]([CH2:18][N:37]4[CH2:38][CH2:39][N:34]([CH:32]5[CH2:33][O:30][CH2:31]5)[CH2:35][CH2:36]4)[N:14]3[CH3:17])=[C:10]([N:20]3[CH2:25][CH2:24][O:23][CH2:22][CH2:21]3)[N:9]=2)[C:6]2[CH:26]=[CH:27][CH:28]=[CH:29][C:5]=2[N:4]=1)[CH3:2].